From a dataset of Reaction yield outcomes from USPTO patents with 853,638 reactions. Predict the reaction yield, written as a fraction of the theoretical maximum amount of product (1.0 means a 100% yield; for example, 0.34 means a 34% yield). (1) The reactants are [C:1]1(=[O:11])[NH:5][C:4](=[O:6])[C:3]2=[CH:7][CH:8]=[CH:9][CH:10]=[C:2]12.[CH2:12]([C@H:14]1[O:16][CH2:15]1)Cl.C(=O)([O-])[O-].[Na+].[Na+].CC(C)([O-])C.[K+]. The catalyst is [Cl-].C([N+](C)(C)C)C1C=CC=CC=1.C(O)(C)C. The product is [CH2:12]([C:10]1[CH:9]=[CH:8][CH:7]=[C:3]2[C:4]([NH:5][C:1](=[O:11])[C:2]=12)=[O:6])[C@@H:14]1[O:16][CH2:15]1. The yield is 0.750. (2) The reactants are [C:1]([CH2:3][CH:4]1[CH2:11][N:10]2[C:12]3[CH:13]=[C:14]([C:25]([O:27][CH3:28])=[O:26])[CH:15]=[CH:16][C:17]=3[C:18]([CH:19]3[CH2:24][CH2:23][CH2:22][CH2:21][CH2:20]3)=[C:9]2[C:8]2[CH:29]=[CH:30][CH:31]=[CH:32][C:7]=2[O:6][CH2:5]1)#[N:2]. The catalyst is CO.[Pt](=O)=O. The product is [NH2:2][CH2:1][CH2:3][CH:4]1[CH2:11][N:10]2[C:12]3[CH:13]=[C:14]([C:25]([O:27][CH3:28])=[O:26])[CH:15]=[CH:16][C:17]=3[C:18]([CH:19]3[CH2:20][CH2:21][CH2:22][CH2:23][CH2:24]3)=[C:9]2[C:8]2[CH:29]=[CH:30][CH:31]=[CH:32][C:7]=2[O:6][CH2:5]1. The yield is 0.120. (3) The reactants are [O-]S(C(F)(F)F)(=O)=O.C(OC1C=CC=C[N+]=1C)C1C=CC=CC=1.F[C:25](F)(F)[C:26]1[CH:31]=[CH:30][CH:29]=[CH:28][CH:27]=1.[C:34]([O:39][C@@H:40]1[C@@H:48]([CH2:49][CH2:50][OH:51])[C:47](=[O:52])[O:46][CH2:45][C@H:44]([NH:53][C:54]([O:56][C:57]([CH3:60])([CH3:59])[CH3:58])=[O:55])[C:43](=[O:61])[O:42][C@H:41]1[CH3:62])(=[O:38])[CH:35]([CH3:37])[CH3:36]. No catalyst specified. The product is [C:34]([O:39][C@@H:40]1[C@@H:48]([CH2:49][CH2:50][O:51][CH2:25][C:26]2[CH:31]=[CH:30][CH:29]=[CH:28][CH:27]=2)[C:47](=[O:52])[O:46][CH2:45][C@H:44]([NH:53][C:54]([O:56][C:57]([CH3:58])([CH3:60])[CH3:59])=[O:55])[C:43](=[O:61])[O:42][C@H:41]1[CH3:62])(=[O:38])[CH:35]([CH3:37])[CH3:36]. The yield is 0.360. (4) The reactants are [CH2:1]([N:3]([S:19]([C:22]1[S:23][CH:24]=[CH:25][CH:26]=1)(=[O:21])=[O:20])[C:4]1[CH:5]=[CH:6][C:7]([CH3:18])=[C:8]2[C:12]=1[NH:11][C:10]([C:13]([O:15]CC)=[O:14])=[CH:9]2)[CH3:2].CO.[OH-].[K+].C(O)(=O)CC(CC(O)=O)(C(O)=O)O. The catalyst is O1CCCC1. The product is [CH2:1]([N:3]([S:19]([C:22]1[S:23][CH:24]=[CH:25][CH:26]=1)(=[O:20])=[O:21])[C:4]1[CH:5]=[CH:6][C:7]([CH3:18])=[C:8]2[C:12]=1[NH:11][C:10]([C:13]([OH:15])=[O:14])=[CH:9]2)[CH3:2]. The yield is 1.00. (5) The reactants are CC1(C)CCCC(C)(C)N1.C([Li])CCC.[F:16][C:17]1[CH:22]=[CH:21][C:20]([CH2:23][C:24]([CH3:27])([CH3:26])[CH3:25])=[CH:19][N:18]=1.[Si:28]([O:35][C:36]1([CH2:41]/[CH:42]=[N:43]/[S:44]([C:46]([CH3:49])([CH3:48])[CH3:47])=[O:45])[CH2:39][CH:38]([CH3:40])[CH2:37]1)([C:31]([CH3:34])([CH3:33])[CH3:32])([CH3:30])[CH3:29].[NH4+].[Cl-]. The catalyst is C1COCC1. The product is [Si:28]([O:35][C:36]1([CH2:41][C@H:42]([NH:43][S:44]([C:46]([CH3:47])([CH3:49])[CH3:48])=[O:45])[C:22]2[C:17]([F:16])=[N:18][CH:19]=[C:20]([CH2:23][C:24]([CH3:27])([CH3:26])[CH3:25])[CH:21]=2)[CH2:39][CH:38]([CH3:40])[CH2:37]1)([C:31]([CH3:34])([CH3:32])[CH3:33])([CH3:30])[CH3:29]. The yield is 0.615. (6) The reactants are [C:1]([CH2:3]/[C:4](=[CH:10]\[C:11]1[CH:16]=[CH:15][C:14]([C:17]([F:23])([F:22])[C:18]([F:21])([F:20])[F:19])=[CH:13][C:12]=1[N+:24]([O-])=O)/[C:5]([O:7][CH2:8][CH3:9])=[O:6])#[N:2]. The catalyst is [Fe].C(O)(=O)C. The product is [NH2:2][C:1]1[CH2:3][C:4]([C:5]([O:7][CH2:8][CH3:9])=[O:6])=[CH:10][C:11]2[CH:16]=[CH:15][C:14]([C:17]([F:23])([F:22])[C:18]([F:21])([F:20])[F:19])=[CH:13][C:12]=2[N:24]=1. The yield is 0.740. (7) The reactants are [Cl:1][C:2]1[CH:3]=[C:4]2[C:10]([CH2:11][CH2:12][NH2:13])=[C:9]([Si:14]([CH2:19][CH3:20])([CH2:17][CH3:18])[CH2:15][CH3:16])[NH:8][C:5]2=[N:6][CH:7]=1.[F:21][C:22]1[CH:36]=[CH:35][C:34]([F:37])=[CH:33][C:23]=1[CH2:24][C:25]1[O:29][N:28]=[C:27]([C:30](O)=[O:31])[CH:26]=1.CN(C(ON1N=NC2C=CC=NC1=2)=[N+](C)C)C.F[P-](F)(F)(F)(F)F.C(N(CC)C(C)C)(C)C. The catalyst is CN(C=O)C. The product is [Cl:1][C:2]1[CH:3]=[C:4]2[C:10]([CH2:11][CH2:12][NH:13][C:30]([C:27]3[CH:26]=[C:25]([CH2:24][C:23]4[CH:33]=[C:34]([F:37])[CH:35]=[CH:36][C:22]=4[F:21])[O:29][N:28]=3)=[O:31])=[C:9]([Si:14]([CH2:15][CH3:16])([CH2:19][CH3:20])[CH2:17][CH3:18])[NH:8][C:5]2=[N:6][CH:7]=1. The yield is 0.490.